The task is: Predict the reactants needed to synthesize the given product.. This data is from Full USPTO retrosynthesis dataset with 1.9M reactions from patents (1976-2016). Given the product [CH3:1][O:2][C:3](=[O:39])[CH2:4][CH2:5][CH2:6][N:7]([CH2:9][CH2:10][CH2:11][CH2:12][NH:13][C:14]1[CH:19]=[CH:18][CH:17]=[CH:16][C:15]=1[S:20](=[O:38])(=[O:37])[NH:21][C:22]([C@@:24]1([NH2:29])[CH2:26][C@H:25]1[CH:27]=[CH2:28])=[O:23])[CH3:8], predict the reactants needed to synthesize it. The reactants are: [CH3:1][O:2][C:3](=[O:39])[CH2:4][CH2:5][CH2:6][N:7]([CH2:9][CH2:10][CH2:11][CH2:12][NH:13][C:14]1[CH:19]=[CH:18][CH:17]=[CH:16][C:15]=1[S:20](=[O:38])(=[O:37])[NH:21][C:22]([C@@:24]1([NH:29]C(OC(C)(C)C)=O)[CH2:26][C@H:25]1[CH:27]=[CH2:28])=[O:23])[CH3:8].C(O)(C(F)(F)F)=O.